Dataset: Full USPTO retrosynthesis dataset with 1.9M reactions from patents (1976-2016). Task: Predict the reactants needed to synthesize the given product. Given the product [O:66]=[C:61]1[CH2:62][CH2:63][C:64](=[O:65])[N:60]1[O:6][C:5](=[O:7])[CH2:4][CH2:3][C:2](=[O:1])[N:8]1[CH2:9][CH:10]2[CH:12]([N:11]2[S:14]([C:17]2[C:22]([CH:23]([CH3:24])[CH3:25])=[CH:21][C:20]([CH:26]([CH3:28])[CH3:27])=[CH:19][C:18]=2[CH:29]([CH3:31])[CH3:30])(=[O:16])=[O:15])[CH2:13]1, predict the reactants needed to synthesize it. The reactants are: [O:1]=[C:2]([N:8]1[CH2:13][CH:12]2[CH:10]([N:11]2[S:14]([C:17]2[C:22]([CH:23]([CH3:25])[CH3:24])=[CH:21][C:20]([CH:26]([CH3:28])[CH3:27])=[CH:19][C:18]=2[CH:29]([CH3:31])[CH3:30])(=[O:16])=[O:15])[CH2:9]1)[CH2:3][CH2:4][C:5]([OH:7])=[O:6].F[P-](F)(F)(F)(F)F.N1(O[P+](N(C)C)(N(C)C)N(C)C)C2C=CC=CC=2N=N1.O[N:60]1[C:64](=[O:65])[CH2:63][CH2:62][C:61]1=[O:66].C(N(C(C)C)CC)(C)C.